From a dataset of Forward reaction prediction with 1.9M reactions from USPTO patents (1976-2016). Predict the product of the given reaction. (1) Given the reactants Cl[CH2:2][CH2:3][CH2:4][CH2:5][O:6][C:7]1[CH:16]=[C:15]2[C:10]([C:11]([O:17][C:18]3[CH:23]=[CH:22][C:21]([CH3:24])=[CH:20][C:19]=3[C:25]([C:27]3[CH:32]=[CH:31][CH:30]=[CH:29][CH:28]=3)=[O:26])=[CH:12][CH:13]=[N:14]2)=[CH:9][C:8]=1[O:33][CH3:34].[NH:35]1[CH:39]=[CH:38][N:37]=[CH:36]1.[C:40](=O)([O-])[O-:41].[K+].[K+].O, predict the reaction product. The product is: [N:35]1([C:40]([CH2:2][CH2:3][CH2:4][CH2:5][O:6][C:7]2[CH:16]=[C:15]3[C:10]([C:11]([O:17][C:18]4[CH:23]=[CH:22][C:21]([CH3:24])=[CH:20][C:19]=4[C:25]([C:27]4[CH:32]=[CH:31][CH:30]=[CH:29][CH:28]=4)=[O:26])=[CH:12][CH:13]=[N:14]3)=[CH:9][C:8]=2[O:33][CH3:34])=[O:41])[CH:39]=[CH:38][N:37]=[CH:36]1. (2) The product is: [C:13]([C:14]1[N:15]=[C:16]([CH2:27][CH3:28])[N:17]([CH2:18][CH2:19][CH2:20][CH2:21][NH:22][S:23]([CH3:26])(=[O:24])=[O:25])[C:10]=1[I:11])#[N:12]. Given the reactants C(ON=O)CC(C)C.I[CH2:10][I:11].[NH2:12][C:13]1[N:17]([CH2:18][CH2:19][CH2:20][CH2:21][NH:22][S:23]([CH3:26])(=[O:25])=[O:24])[C:16]([CH2:27][CH3:28])=[N:15][C:14]=1C#N, predict the reaction product. (3) Given the reactants [F:1][C:2]1[CH:3]=[CH:4][CH:5]=[C:6]([C:15]([C@@H:17]2[CH2:22][CH2:21][CH2:20][N:19]([C:23]([O:25][C:26]([CH3:29])([CH3:28])[CH3:27])=[O:24])[CH2:18]2)=[O:16])[C:7]=1[C:8]1[CH:13]=[CH:12][CH:11]=[C:10]([CH3:14])[CH:9]=1.[BH4-].[Na+], predict the reaction product. The product is: [F:1][C:2]1[C:7]([C:8]2[CH:13]=[CH:12][CH:11]=[C:10]([CH3:14])[CH:9]=2)=[C:6]([CH:15]([OH:16])[C@@H:17]2[CH2:22][CH2:21][CH2:20][N:19]([C:23]([O:25][C:26]([CH3:28])([CH3:27])[CH3:29])=[O:24])[CH2:18]2)[CH:5]=[CH:4][CH:3]=1. (4) Given the reactants [Br:1][C:2]1[CH:7]=[CH:6][C:5]([CH:8]([CH:10]2[CH2:17][CH:16]3[S:18][CH:12]([CH2:13][CH2:14][CH2:15]3)[CH2:11]2)[OH:9])=[CH:4][CH:3]=1, predict the reaction product. The product is: [Br:1][C:2]1[CH:3]=[CH:4][C:5]([C:8]([CH:10]2[CH2:11][CH:12]3[S:18][CH:16]([CH2:15][CH2:14][CH2:13]3)[CH2:17]2)=[O:9])=[CH:6][CH:7]=1. (5) Given the reactants C([O:8][C:9]1[C:13]([O:14]CC2C=CC=CC=2)=[C:12]([P:22]([CH3:25])([CH3:24])=[O:23])[N:11]([C:26]2[CH:31]=[CH:30][C:29]([O:32][CH3:33])=[CH:28][CH:27]=2)[C:10]=1[C:34]([N:36]([CH3:38])[CH3:37])=[O:35])C1C=CC=CC=1, predict the reaction product. The product is: [CH3:24][P:22]([C:12]1[N:11]([C:26]2[CH:27]=[CH:28][C:29]([O:32][CH3:33])=[CH:30][CH:31]=2)[C:10]([C:34]([N:36]([CH3:37])[CH3:38])=[O:35])=[C:9]([OH:8])[C:13]=1[OH:14])([CH3:25])=[O:23].